This data is from Catalyst prediction with 721,799 reactions and 888 catalyst types from USPTO. The task is: Predict which catalyst facilitates the given reaction. (1) The catalyst class is: 10. Reactant: [C:1]1([SH:7])[CH:6]=[CH:5][CH:4]=[CH:3][CH:2]=1.C(=O)([O-])[O-].[K+].[K+].F[C:15]1[CH:22]=[CH:21][CH:20]=[CH:19][C:16]=1[C:17]#[N:18]. Product: [C:1]1([S:7][C:15]2[CH:22]=[CH:21][CH:20]=[CH:19][C:16]=2[C:17]#[N:18])[CH:6]=[CH:5][CH:4]=[CH:3][CH:2]=1. (2) Reactant: [CH2:1]([C@@H:3]1[CH2:8][O:7][CH2:6][CH2:5][NH:4]1)[CH3:2].CCN(C(C)C)C(C)C.[Cl:18][C:19]1[CH:24]=[C:23](Cl)[N:22]=[C:21]([NH:26][CH3:27])[N:20]=1. Product: [Cl:18][C:19]1[CH:24]=[C:23]([N:4]2[CH2:5][CH2:6][O:7][CH2:8][C@H:3]2[CH2:1][CH3:2])[N:22]=[C:21]([NH:26][CH3:27])[N:20]=1. The catalyst class is: 23. (3) Reactant: [NH:1]1[CH2:6][CH2:5][CH:4]([CH:7]([CH2:11][S:12][C:13](=[O:15])[CH3:14])[C:8]([OH:10])=[O:9])[CH2:3][CH2:2]1.[CH3:16][C:17]([O:20][C:21]([NH:23][CH2:24][C:25](ON1C(=O)CCC1=O)=[O:26])=[O:22])([CH3:19])[CH3:18]. Product: [C:17]([O:20][C:21]([NH:23][CH2:24][C:25]([N:1]1[CH2:2][CH2:3][CH:4]([CH:7]([CH2:11][S:12][C:13](=[O:15])[CH3:14])[C:8]([OH:10])=[O:9])[CH2:5][CH2:6]1)=[O:26])=[O:22])([CH3:19])([CH3:18])[CH3:16]. The catalyst class is: 12. (4) Reactant: [Cl:1][C:2]1[CH:7]=[CH:6][CH:5]=[C:4]([CH3:8])[C:3]=1[NH:9][C:10]1[NH:11][C:12]2[C:18]3[CH2:19][C:20]([CH3:23])([CH3:22])[O:21][C:17]=3[C:16]([C:24](O)=[O:25])=[CH:15][C:13]=2[N:14]=1.S(Cl)(Cl)=O.[F:31][C:32]1[CH:38]=[C:37]([F:39])[CH:36]=[C:35]([F:40])[C:33]=1[NH2:34].CCN(C(C)C)C(C)C. Product: [Cl:1][C:2]1[CH:7]=[CH:6][CH:5]=[C:4]([CH3:8])[C:3]=1[NH:9][C:10]1[NH:11][C:12]2[C:18]3[CH2:19][C:20]([CH3:22])([CH3:23])[O:21][C:17]=3[C:16]([C:24]([NH:34][C:33]3[C:32]([F:31])=[CH:38][C:37]([F:39])=[CH:36][C:35]=3[F:40])=[O:25])=[CH:15][C:13]=2[N:14]=1. The catalyst class is: 1. (5) Reactant: [F:1][C:2]1[C:3]([N+:22]([O-])=O)=[C:4]2[C:9]3=[C:10]([O:13][CH2:14][C:15]([CH3:17])([CH3:16])[N:8]3[CH:7]=[C:6]([C:18]([NH2:20])=[O:19])[C:5]2=[O:21])[C:11]=1[F:12].S(S([O-])=O)([O-])=O.[Na+].[Na+]. Product: [NH2:22][C:3]1[C:2]([F:1])=[C:11]([F:12])[C:10]2[O:13][CH2:14][C:15]([CH3:17])([CH3:16])[N:8]3[C:9]=2[C:4]=1[C:5](=[O:21])[C:6]([C:18]([NH2:20])=[O:19])=[CH:7]3. The catalyst class is: 72. (6) Reactant: [CH2:1]([S:4][C:5]1[S:6][C:7]([C:17]([OH:19])=O)=[C:8]2[C:16]=1[C:15]1[NH:14][N:13]=[CH:12][C:11]=1[CH2:10][CH2:9]2)[CH2:2][CH3:3].[H-].[Na+].[C:22](Cl)(=[O:24])[CH3:23].O.[NH3:27].C(O)(=O)CC(CC(O)=O)(C(O)=O)O. The catalyst class is: 3. Product: [C:22]([N:13]1[CH:12]=[C:11]2[C:15]([C:16]3[C:8](=[C:7]([C:17]([NH2:27])=[O:19])[S:6][C:5]=3[S:4][CH2:1][CH2:2][CH3:3])[CH2:9][CH2:10]2)=[N:14]1)(=[O:24])[CH3:23]. (7) Reactant: [OH:1][C:2]1[CH:7]=[CH:6][C:5]([C:8](=[C:25]2[CH2:30][C:29]([CH3:32])([CH3:31])[O:28][C:27]([CH3:34])([CH3:33])[CH2:26]2)[C:9]2[CH:14]=[CH:13][C:12](/[CH:15]=[C:16](\[CH3:24])/[C:17]([O:19]C(C)(C)C)=[O:18])=[CH:11][CH:10]=2)=[CH:4][CH:3]=1.C(O)(C(F)(F)F)=O. Product: [OH:1][C:2]1[CH:3]=[CH:4][C:5]([C:8](=[C:25]2[CH2:26][C:27]([CH3:34])([CH3:33])[O:28][C:29]([CH3:32])([CH3:31])[CH2:30]2)[C:9]2[CH:14]=[CH:13][C:12](/[CH:15]=[C:16](\[CH3:24])/[C:17]([OH:19])=[O:18])=[CH:11][CH:10]=2)=[CH:6][CH:7]=1. The catalyst class is: 2. (8) Product: [C:1]([NH:5][C:6]([C:8]1[C:16]2[C:11](=[N:12][CH:13]=[C:14]([C:17]3[C:25]4[C:20](=[CH:21][CH:22]=[C:23]([O:26][CH:27]([F:28])[F:29])[CH:24]=4)[N:19]([CH2:39][CH2:40][CH2:41][N:42]4[CH2:47][CH2:46][O:45][CH2:44][CH2:43]4)[N:18]=3)[N:15]=2)[N:10]([CH2:30][O:31][CH2:32][CH2:33][Si:34]([CH3:37])([CH3:36])[CH3:35])[CH:9]=1)=[O:7])([CH3:4])([CH3:3])[CH3:2]. Reactant: [C:1]([NH:5][C:6]([C:8]1[C:16]2[C:11](=[N:12][CH:13]=[C:14]([C:17]3[C:25]4[C:20](=[CH:21][CH:22]=[C:23]([O:26][CH:27]([F:29])[F:28])[CH:24]=4)[NH:19][N:18]=3)[N:15]=2)[N:10]([CH2:30][O:31][CH2:32][CH2:33][Si:34]([CH3:37])([CH3:36])[CH3:35])[CH:9]=1)=[O:7])([CH3:4])([CH3:3])[CH3:2].Cl[CH2:39][CH2:40][CH2:41][N:42]1[CH2:47][CH2:46][O:45][CH2:44][CH2:43]1.C([O-])([O-])=O.[Cs+].[Cs+]. The catalyst class is: 174.